Dataset: Experimentally validated miRNA-target interactions with 360,000+ pairs, plus equal number of negative samples. Task: Binary Classification. Given a miRNA mature sequence and a target amino acid sequence, predict their likelihood of interaction. (1) The miRNA is hsa-miR-548q with sequence GCUGGUGCAAAAGUAAUGGCGG. The protein sequence of the target gene is MKMFESADSTATRSGQDLWAEICSCLPNPEQEDGANNAFSDSFVDSCPEGEGQREVADFAVQPAVKPWAPLQDSEVYLASLEKKLRRIKGLNQEVTSKDMLRTLAQAKKECWDRFLQEKLASEFFVDGLDSDESTLEHFKRWLQPDKVAVSTEEVQYLIPPESQVEKPVAEDEPAAGDKPAAAEQ. Result: 0 (no interaction). (2) The miRNA is rno-miR-499-5p with sequence UUAAGACUUGCAGUGAUGUUU. The protein sequence of the target gene is MLVLRCRLGTSFPKLDNLVPKGKMKILLVFLGLLGNSVAMPMHMPRMPGFSSKSEEMMRYNQFNFMNGPHMAHLGPFFGNGLPQQFPQYQMPMWPQPPPNTWHPRKSSAPKRHNKTDQTQETQKPNQTQSKKPPQKRPLKQPSHNQPQPEEEAQPPQAFPPFGNGLFPYQQPPWQIPQRLPPPGYGRPPISNEEGGNPYFGYFGYHGFGGRPPYYSEEMFEQDFEKPKEEDPPKAESPGTEPTANSTVTETNSTQPNPKGSQGGNDTSPTGNSTPGLNTGNNPPAQNGIGPLPAVNASGQ.... Result: 0 (no interaction). (3) The miRNA is hsa-miR-6823-3p with sequence UGAGCCUCUCCUUCCCUCCAG. The protein sequence of the target gene is MRAPIPEPKPGDLIEIFRPFYRHWAIYVGDGYVVHLAPPSEVAGAGAASVMSALTDKAIVKKELLYDVAGSDKYQVNNKHDDKYSPLPCSKIIQRAEELVGQEVLYKLTSENCEHFVNELRYGVARSDQVRDVIIAASVAGMGLAAMSLIGVMFSRNKRQKQ. Result: 1 (interaction).